Dataset: NCI-60 drug combinations with 297,098 pairs across 59 cell lines. Task: Regression. Given two drug SMILES strings and cell line genomic features, predict the synergy score measuring deviation from expected non-interaction effect. (1) Drug 1: CC(C)NC(=O)C1=CC=C(C=C1)CNNC.Cl. Drug 2: C(CCl)NC(=O)N(CCCl)N=O. Cell line: COLO 205. Synergy scores: CSS=-1.60, Synergy_ZIP=-2.42, Synergy_Bliss=-10.1, Synergy_Loewe=-14.9, Synergy_HSA=-12.8. (2) Drug 1: C1=C(C(=O)NC(=O)N1)N(CCCl)CCCl. Drug 2: C1=CC(=CC=C1CC(C(=O)O)N)N(CCCl)CCCl.Cl. Cell line: BT-549. Synergy scores: CSS=30.1, Synergy_ZIP=0.0468, Synergy_Bliss=2.44, Synergy_Loewe=-3.02, Synergy_HSA=3.10. (3) Drug 1: CCC1(CC2CC(C3=C(CCN(C2)C1)C4=CC=CC=C4N3)(C5=C(C=C6C(=C5)C78CCN9C7C(C=CC9)(C(C(C8N6C=O)(C(=O)OC)O)OC(=O)C)CC)OC)C(=O)OC)O.OS(=O)(=O)O. Drug 2: C1CN(CCN1C(=O)CCBr)C(=O)CCBr. Cell line: MDA-MB-231. Synergy scores: CSS=16.5, Synergy_ZIP=-4.86, Synergy_Bliss=-2.18, Synergy_Loewe=2.17, Synergy_HSA=2.22. (4) Drug 1: CCC1=CC2CC(C3=C(CN(C2)C1)C4=CC=CC=C4N3)(C5=C(C=C6C(=C5)C78CCN9C7C(C=CC9)(C(C(C8N6C)(C(=O)OC)O)OC(=O)C)CC)OC)C(=O)OC.C(C(C(=O)O)O)(C(=O)O)O. Drug 2: CCC1=C2CN3C(=CC4=C(C3=O)COC(=O)C4(CC)O)C2=NC5=C1C=C(C=C5)O. Cell line: U251. Synergy scores: CSS=58.3, Synergy_ZIP=-2.67, Synergy_Bliss=-3.85, Synergy_Loewe=-3.40, Synergy_HSA=0.291. (5) Drug 1: CN(CCCl)CCCl.Cl. Synergy scores: CSS=76.7, Synergy_ZIP=1.71, Synergy_Bliss=2.86, Synergy_Loewe=0.439, Synergy_HSA=3.86. Drug 2: CS(=O)(=O)OCCCCOS(=O)(=O)C. Cell line: MOLT-4. (6) Drug 1: C1CCC(C1)C(CC#N)N2C=C(C=N2)C3=C4C=CNC4=NC=N3. Drug 2: CCC(=C(C1=CC=CC=C1)C2=CC=C(C=C2)OCCN(C)C)C3=CC=CC=C3.C(C(=O)O)C(CC(=O)O)(C(=O)O)O. Cell line: HS 578T. Synergy scores: CSS=9.45, Synergy_ZIP=6.57, Synergy_Bliss=11.9, Synergy_Loewe=6.41, Synergy_HSA=5.73. (7) Drug 1: CN1C2=C(C=C(C=C2)N(CCCl)CCCl)N=C1CCCC(=O)O.Cl. Drug 2: CC1CCCC2(C(O2)CC(NC(=O)CC(C(C(=O)C(C1O)C)(C)C)O)C(=CC3=CSC(=N3)C)C)C. Cell line: K-562. Synergy scores: CSS=54.5, Synergy_ZIP=0.581, Synergy_Bliss=0.144, Synergy_Loewe=-33.4, Synergy_HSA=0.00333. (8) Drug 1: CC12CCC(CC1=CCC3C2CCC4(C3CC=C4C5=CN=CC=C5)C)O. Drug 2: C1=CC(=CC=C1CC(C(=O)O)N)N(CCCl)CCCl.Cl. Cell line: HCT116. Synergy scores: CSS=11.9, Synergy_ZIP=-6.37, Synergy_Bliss=-4.06, Synergy_Loewe=-5.90, Synergy_HSA=-4.04.